Dataset: Full USPTO retrosynthesis dataset with 1.9M reactions from patents (1976-2016). Task: Predict the reactants needed to synthesize the given product. (1) Given the product [CH2:37]([O:36][CH:34]1[CH:33]([NH:45][C:46]([CH:8]2[CH2:12][CH2:11][CH2:10][N:9]2[C:13](=[O:29])[CH:14]([NH:16][C:17](=[O:28])[C:18]2[CH:19]=[C:20]([CH3:27])[C:21]([O:25][CH3:26])=[C:22]([CH3:24])[CH:23]=2)[CH3:15])=[O:47])[CH2:32][C:31](=[O:30])[O:35]1)[CH3:38], predict the reactants needed to synthesize it. The reactants are: C(OC([CH:8]1[CH2:12][CH2:11][CH2:10][N:9]1[C:13](=[O:29])[CH:14]([NH:16][C:17](=[O:28])[C:18]1[CH:23]=[C:22]([CH3:24])[C:21]([O:25][CH3:26])=[C:20]([CH3:27])[CH:19]=1)[CH3:15])=O)(C)(C)C.[O:30]=[C:31]1[O:35][CH:34]([O:36][CH2:37][CH2:38]C2C=CC=CC=2)[CH:33]([NH:45][C:46](C2CCCN2C(=O)C(NC(=O)C2C=CC(N)=C(Cl)C=2)C)=[O:47])[CH2:32]1. (2) Given the product [CH3:31][O:32][C:33]1[CH:38]=[CH:37][C:36]([O:39][CH3:40])=[CH:35][C:34]=1[S:41]([NH:1][C:2]1[CH:7]=[CH:6][C:5]([N:8]2[CH2:9][CH2:10][NH:11][CH2:12][CH2:13]2)=[CH:4][C:3]=1[NH:21][S:22]([C:25]1[CH:26]=[CH:27][CH:28]=[CH:29][CH:30]=1)(=[O:23])=[O:24])(=[O:42])=[O:43], predict the reactants needed to synthesize it. The reactants are: [NH2:1][C:2]1[CH:7]=[CH:6][C:5]([N:8]2[CH2:13][CH2:12][N:11](C(OC(C)(C)C)=O)[CH2:10][CH2:9]2)=[CH:4][C:3]=1[NH:21][S:22]([C:25]1[CH:30]=[CH:29][CH:28]=[CH:27][CH:26]=1)(=[O:24])=[O:23].[CH3:31][O:32][C:33]1[CH:38]=[CH:37][C:36]([O:39][CH3:40])=[CH:35][C:34]=1[S:41](Cl)(=[O:43])=[O:42]. (3) The reactants are: [Br:1][C:2]1[C:3]([NH2:31])=[N:4][CH:5]=[N:6][C:7]=1[N:8]1[CH2:13][CH2:12][CH:11]([C:14]2[N:15]([CH3:30])[CH:16]=[C:17]([C:19]3[CH:24]=[CH:23][C:22]([F:25])=[C:21]([C:26]([F:29])([F:28])[F:27])[CH:20]=3)[N:18]=2)[CH2:10][CH2:9]1.FC1C=CC(C2N=[C:41](C3CCNCC3)[N:42]([CH2:44]CN(C)C)[CH:43]=2)=CC=1C(F)(F)F. Given the product [Br:1][C:2]1[C:3]([NH2:31])=[N:4][CH:5]=[N:6][C:7]=1[N:8]1[CH2:13][CH2:12][CH:11]([C:14]2[N:15]([CH2:30][CH2:41][N:42]([CH3:44])[CH3:43])[CH:16]=[C:17]([C:19]3[CH:24]=[CH:23][C:22]([F:25])=[C:21]([C:26]([F:28])([F:29])[F:27])[CH:20]=3)[N:18]=2)[CH2:10][CH2:9]1, predict the reactants needed to synthesize it. (4) Given the product [Cl:1][C:2]1[CH:3]=[CH:4][C:5]([O:18][CH:19]2[CH2:21][CH2:20]2)=[C:6]([C:8]2[N:9]([CH2:31][O:30][CH2:29][CH2:28][Si:25]([CH3:27])([CH3:26])[CH3:24])[N:10]=[CH:11][C:12]=2[C:13]([O:15][CH2:16][CH3:17])=[O:14])[CH:7]=1, predict the reactants needed to synthesize it. The reactants are: [Cl:1][C:2]1[CH:3]=[CH:4][C:5]([O:18][CH:19]2[CH2:21][CH2:20]2)=[C:6]([C:8]2[C:12]([C:13]([O:15][CH2:16][CH3:17])=[O:14])=[CH:11][NH:10][N:9]=2)[CH:7]=1.[H-].[Na+].[CH3:24][Si:25]([CH2:28][CH2:29][O:30][CH2:31]Cl)([CH3:27])[CH3:26]. (5) Given the product [ClH:41].[CH2:27]([N:34]1[CH2:39][CH2:38][C:37]2([C:7]3[C:6](=[CH:5][CH:4]=[C:3]([CH2:1][CH3:2])[CH:8]=3)[C:9](=[O:10])[O:40]2)[CH2:36][CH2:35]1)[C:28]1[CH:29]=[CH:30][CH:31]=[CH:32][CH:33]=1, predict the reactants needed to synthesize it. The reactants are: [CH2:1]([C:3]1[CH:8]=[CH:7][C:6]([C:9]2[O:10]CC(C)(C)N=2)=[CH:5][CH:4]=1)[CH3:2].CCCCCC.C([Li])CCC.[CH2:27]([N:34]1[CH2:39][CH2:38][C:37](=[O:40])[CH2:36][CH2:35]1)[C:28]1[CH:33]=[CH:32][CH:31]=[CH:30][CH:29]=1.[ClH:41].[OH-].[Na+]. (6) Given the product [CH2:1]([O:3][C:4]1[CH:9]=[CH:8][C:7]([S:10]([N:13]2[CH2:18][C@H:17]([CH3:19])[NH:16][C@H:15]([CH3:20])[CH2:14]2)(=[O:12])=[O:11])=[CH:6][C:5]=1[C:21]1[NH:22][C:23](=[S:45])[C:24]2[N:29]([CH2:30][CH3:31])[N:28]=[C:27]([CH2:32][CH2:33][CH3:34])[C:25]=2[N:26]=1)[CH3:2], predict the reactants needed to synthesize it. The reactants are: [CH2:1]([O:3][C:4]1[CH:9]=[CH:8][C:7]([S:10]([N:13]2[CH2:18][C@H:17]([CH3:19])[NH:16][C@H:15]([CH3:20])[CH2:14]2)(=[O:12])=[O:11])=[CH:6][C:5]=1[C:21]1[NH:22][C:23](=O)[C:24]2[N:29]([CH2:30][CH3:31])[N:28]=[C:27]([CH2:32][CH2:33][CH3:34])[C:25]=2[N:26]=1)[CH3:2].COC1C=CC(P2(=S)SP(=S)(C3C=CC(OC)=CC=3)[S:45]2)=CC=1.C(Cl)(Cl)Cl.CO. (7) The reactants are: [F:1][C:2]1[CH:3]=[C:4]([C:9]2[O:10][C:11]3[CH:16]=[C:15]([O:17][CH2:18][C@@H:19]([NH:21][C:22](=[O:24])[CH3:23])[CH3:20])[N:14]=[CH:13][C:12]=3[N:25]=2)[CH:5]=[CH:6][C:7]=1[OH:8].CS(O[CH2:31][CH2:32][CH:33]1[CH2:35][C:34]1([F:37])[F:36])(=O)=O.C(=O)([O-])[O-].[K+].[K+].CN(C=O)C. Given the product [F:36][C:34]1([F:37])[CH2:35][CH:33]1[CH2:32][CH2:31][O:8][C:7]1[CH:6]=[CH:5][C:4]([C:9]2[O:10][C:11]3[CH:16]=[C:15]([O:17][CH2:18][C@@H:19]([NH:21][C:22](=[O:24])[CH3:23])[CH3:20])[N:14]=[CH:13][C:12]=3[N:25]=2)=[CH:3][C:2]=1[F:1], predict the reactants needed to synthesize it. (8) The reactants are: [C:1]([C:4]1[CH:9]=[CH:8][C:7]([S:10]([NH2:13])(=[O:12])=[O:11])=[C:6]([Cl:14])[CH:5]=1)(=[O:3])[CH3:2].[C:15](OC(=O)C)(=[O:17])[CH3:16].S(=O)(=O)(O)O. Given the product [C:1]([C:4]1[CH:9]=[CH:8][C:7]([S:10]([NH:13][C:15](=[O:17])[CH3:16])(=[O:12])=[O:11])=[C:6]([Cl:14])[CH:5]=1)(=[O:3])[CH3:2], predict the reactants needed to synthesize it. (9) The reactants are: Br[C:2]1[CH:3]=[C:4]2[C:8](=[CH:9][CH:10]=1)[N:7]([C:11](=[O:21])[CH2:12][C:13]1[CH:18]=[C:17]([F:19])[CH:16]=[CH:15][C:14]=1[F:20])[CH2:6][CH2:5]2.C([O-])(=O)C.[K+].Br[C:28]1[C:32]2[C:33]([NH2:37])=[N:34][CH:35]=[CH:36][C:31]=2[S:30][CH:29]=1.C(=O)(O)[O-].[Na+]. Given the product [F:20][C:14]1[CH:15]=[CH:16][C:17]([F:19])=[CH:18][C:13]=1[CH2:12][C:11]([N:7]1[C:8]2[C:4](=[CH:3][C:2]([C:28]3[C:32]4[C:33]([NH2:37])=[N:34][CH:35]=[CH:36][C:31]=4[S:30][CH:29]=3)=[CH:10][CH:9]=2)[CH2:5][CH2:6]1)=[O:21], predict the reactants needed to synthesize it.